Dataset: Reaction yield outcomes from USPTO patents with 853,638 reactions. Task: Predict the reaction yield, written as a fraction of the theoretical maximum amount of product (1.0 means a 100% yield; for example, 0.34 means a 34% yield). The reactants are C(OC([N:8]1[CH2:11][CH:10]([C:12]2[C:21]([N:22]3[CH2:27][CH2:26][CH:25]([CH2:28][OH:29])[CH2:24][CH2:23]3)=[N:20][C:19]3[C:14](=[CH:15][CH:16]=[CH:17][CH:18]=3)[N:13]=2)[CH2:9]1)=O)(C)(C)C.[ClH:30].CO. No catalyst specified. The product is [ClH:30].[NH:8]1[CH2:9][CH:10]([C:12]2[C:21]([N:22]3[CH2:23][CH2:24][CH:25]([CH2:28][OH:29])[CH2:26][CH2:27]3)=[N:20][C:19]3[C:14]([N:13]=2)=[CH:15][CH:16]=[CH:17][CH:18]=3)[CH2:11]1. The yield is 0.990.